From a dataset of Catalyst prediction with 721,799 reactions and 888 catalyst types from USPTO. Predict which catalyst facilitates the given reaction. (1) Reactant: [CH3:1][C:2]1[N:11]([CH2:12][O:13][CH2:14][CH2:15][Si:16]([CH3:19])([CH3:18])[CH3:17])[C:5]2=[N:6][CH:7]=[C:8]([NH2:10])[N:9]=[C:4]2[CH:3]=1.[CH:20]1([N:26]=[C:27]=[O:28])[CH2:25][CH2:24][CH2:23][CH2:22][CH2:21]1. Product: [CH:20]1([NH:26][C:27]([NH:10][C:8]2[N:9]=[C:4]3[CH:3]=[C:2]([CH3:1])[N:11]([CH2:12][O:13][CH2:14][CH2:15][Si:16]([CH3:18])([CH3:17])[CH3:19])[C:5]3=[N:6][CH:7]=2)=[O:28])[CH2:25][CH2:24][CH2:23][CH2:22][CH2:21]1. The catalyst class is: 26. (2) Reactant: [CH2:1]([O:3][C:4](=[O:19])[CH2:5][CH:6]1[O:10][B:9]([OH:11])[C:8]2[CH:12]=[C:13]([OH:18])[CH:14]=[C:15]([CH2:16]Br)[C:7]1=2)[CH3:2].[N-:20]=[N+:21]=[N-:22].[Na+]. Product: [CH2:1]([O:3][C:4](=[O:19])[CH2:5][CH:6]1[O:10][B:9]([OH:11])[C:8]2[CH:12]=[C:13]([OH:18])[CH:14]=[C:15]([CH2:16][N:20]=[N+:21]=[N-:22])[C:7]1=2)[CH3:2]. The catalyst class is: 144. (3) Reactant: F[C:2]1[CH:9]=[CH:8][CH:7]=[CH:6][C:3]=1[CH:4]=[O:5].[Br:10][C:11]1[CH:16]=[CH:15][C:14]([OH:17])=[C:13]([O:18][CH3:19])[CH:12]=1.C(=O)([O-])[O-].[Cs+].[Cs+].O. Product: [Br:10][C:11]1[CH:16]=[CH:15][C:14]([O:17][C:2]2[CH:9]=[CH:8][CH:7]=[CH:6][C:3]=2[CH:4]=[O:5])=[C:13]([O:18][CH3:19])[CH:12]=1. The catalyst class is: 80. (4) Reactant: [C:1]([N:4]1[CH2:9][CH2:8][N:7]([C:10]2[CH:15]=[CH:14][C:13]([NH:16][C:17]3[N:18]=[C:19]([NH:36][C:37]4[CH:38]=[C:39]([S:43]([NH2:46])(=[O:45])=[O:44])[CH:40]=[CH:41][CH:42]=4)[C:20]4[CH:25]=[CH:24][N:23](S(C5C=CC(C)=CC=5)(=O)=O)[C:21]=4[N:22]=3)=[CH:12][CH:11]=2)[CH2:6][CH2:5]1)(=[O:3])[CH3:2].[OH-].[K+]. Product: [C:1]([N:4]1[CH2:9][CH2:8][N:7]([C:10]2[CH:11]=[CH:12][C:13]([NH:16][C:17]3[N:18]=[C:19]([NH:36][C:37]4[CH:38]=[C:39]([S:43]([NH2:46])(=[O:44])=[O:45])[CH:40]=[CH:41][CH:42]=4)[C:20]4[CH:25]=[CH:24][NH:23][C:21]=4[N:22]=3)=[CH:14][CH:15]=2)[CH2:6][CH2:5]1)(=[O:3])[CH3:2]. The catalyst class is: 5. (5) Reactant: [CH3:1][O:2][C:3]1[CH:8]=[CH:7][C:6]([NH:9][S:10]([CH3:13])(=[O:12])=[O:11])=[CH:5][C:4]=1[CH2:14][CH2:15][C:16]([O:18][CH2:19][CH3:20])=[O:17].[CH:21]([CH:23]=[CH2:24])=O. Product: [CH3:1][O:2][C:3]1[CH:8]=[C:7]2[C:6](=[CH:5][C:4]=1[CH2:14][CH2:15][C:16]([O:18][CH2:19][CH3:20])=[O:17])[N:9]([S:10]([CH3:13])(=[O:11])=[O:12])[CH2:24][CH:23]=[CH:21]2. The catalyst class is: 5. (6) Reactant: [CH3:1][O:2][C:3]1[N:8]=[C:7]([N:9]2[CH2:14][CH2:13][CH:12]([N:15](C)[C:16](=O)OCC3C=CC=CC=3)[CH2:11][CH2:10]2)[CH:6]=[C:5]([CH3:27])[N:4]=1. Product: [CH3:1][O:2][C:3]1[N:8]=[C:7]([N:9]2[CH2:14][CH2:13][CH:12]([NH:15][CH3:16])[CH2:11][CH2:10]2)[CH:6]=[C:5]([CH3:27])[N:4]=1. The catalyst class is: 105.